The task is: Regression. Given two drug SMILES strings and cell line genomic features, predict the synergy score measuring deviation from expected non-interaction effect.. This data is from NCI-60 drug combinations with 297,098 pairs across 59 cell lines. (1) Drug 1: CN(C)N=NC1=C(NC=N1)C(=O)N. Drug 2: C1C(C(OC1N2C=NC3=C(N=C(N=C32)Cl)N)CO)O. Cell line: SR. Synergy scores: CSS=15.3, Synergy_ZIP=-5.21, Synergy_Bliss=-3.50, Synergy_Loewe=-55.0, Synergy_HSA=-1.70. (2) Drug 1: C1=C(C(=O)NC(=O)N1)F. Drug 2: C1CCC(C(C1)N)N.C(=O)(C(=O)[O-])[O-].[Pt+4]. Cell line: SF-268. Synergy scores: CSS=30.3, Synergy_ZIP=1.76, Synergy_Bliss=6.32, Synergy_Loewe=8.23, Synergy_HSA=9.59. (3) Drug 1: C1CCN(CC1)CCOC2=CC=C(C=C2)C(=O)C3=C(SC4=C3C=CC(=C4)O)C5=CC=C(C=C5)O. Drug 2: CC12CCC3C(C1CCC2=O)CC(=C)C4=CC(=O)C=CC34C. Cell line: PC-3. Synergy scores: CSS=11.3, Synergy_ZIP=0.432, Synergy_Bliss=0.817, Synergy_Loewe=-7.48, Synergy_HSA=0.520.